This data is from Reaction yield outcomes from USPTO patents with 853,638 reactions. The task is: Predict the reaction yield, written as a fraction of the theoretical maximum amount of product (1.0 means a 100% yield; for example, 0.34 means a 34% yield). (1) The reactants are [CH2:1]([O:4][CH2:5][C@H:6]([C@@H:8]1[C@@:12]2([CH3:31])[CH2:13][CH2:14][C:15]3[C@@:16]4([CH3:30])[CH2:25][CH2:24][C@H:23]([O:26][CH2:27][O:28][CH3:29])[CH2:22][C@@H:17]4[C:18](=[O:21])[O:19][C:20]=3[C@@H:11]2[CH2:10][CH2:9]1)[CH3:7])[CH:2]=[CH2:3]. The product is [CH3:29][O:28][CH2:27][O:26][C@@H:23]1[CH2:22][C@@H:17]2[C:18](=[O:21])[O:19][C:20]3[C@@H:11]4[CH2:10][CH2:9][C@H:8]([C@H:6]([CH3:7])[CH2:5][O:4][CH2:1][CH2:2][CH3:3])[C@@:12]4([CH3:31])[CH2:13][CH2:14][C:15]=3[C@@:16]2([CH3:30])[CH2:25][CH2:24]1. The catalyst is C(OCC)(=O)C.[C].[Pd]. The yield is 0.760. (2) The reactants are [CH3:1][N:2]1[CH2:7][CH2:6][CH2:5][CH2:4][CH:3]1[CH2:8][OH:9].[Cl:10][C:11]1[CH:12]=[C:13]([CH:26]=[CH:27][C:28]=1[O:29][CH2:30][C:31]1[CH:36]=[CH:35][CH:34]=[C:33]([F:37])[CH:32]=1)[NH:14][C:15]1[C:24]2[C:19](=[CH:20][CH:21]=[CH:22][C:23]=2F)[N:18]=[CH:17][N:16]=1. No catalyst specified. The product is [Cl:10][C:11]1[CH:12]=[C:13]([CH:26]=[CH:27][C:28]=1[O:29][CH2:30][C:31]1[CH:36]=[CH:35][CH:34]=[C:33]([F:37])[CH:32]=1)[NH:14][C:15]1[C:24]2[C:19](=[CH:20][CH:21]=[CH:22][C:23]=2[O:9][CH2:8][CH:3]2[CH2:4][CH2:5][CH2:6][CH2:7][N:2]2[CH3:1])[N:18]=[CH:17][N:16]=1. The yield is 0.170.